From a dataset of NCI-60 drug combinations with 297,098 pairs across 59 cell lines. Regression. Given two drug SMILES strings and cell line genomic features, predict the synergy score measuring deviation from expected non-interaction effect. (1) Drug 1: CC1OCC2C(O1)C(C(C(O2)OC3C4COC(=O)C4C(C5=CC6=C(C=C35)OCO6)C7=CC(=C(C(=C7)OC)O)OC)O)O. Drug 2: CC12CCC3C(C1CCC2O)C(CC4=C3C=CC(=C4)O)CCCCCCCCCS(=O)CCCC(C(F)(F)F)(F)F. Cell line: SK-MEL-2. Synergy scores: CSS=17.8, Synergy_ZIP=-7.61, Synergy_Bliss=-2.47, Synergy_Loewe=-8.68, Synergy_HSA=-2.72. (2) Drug 1: C1=NNC2=C1C(=O)NC=N2. Drug 2: C(CN)CNCCSP(=O)(O)O. Cell line: OVCAR-4. Synergy scores: CSS=-2.51, Synergy_ZIP=1.11, Synergy_Bliss=1.28, Synergy_Loewe=-4.71, Synergy_HSA=-2.73. (3) Drug 1: CC1OCC2C(O1)C(C(C(O2)OC3C4COC(=O)C4C(C5=CC6=C(C=C35)OCO6)C7=CC(=C(C(=C7)OC)O)OC)O)O. Drug 2: CC12CCC3C(C1CCC2O)C(CC4=C3C=CC(=C4)O)CCCCCCCCCS(=O)CCCC(C(F)(F)F)(F)F. Cell line: LOX IMVI. Synergy scores: CSS=24.1, Synergy_ZIP=3.30, Synergy_Bliss=-3.49, Synergy_Loewe=-9.13, Synergy_HSA=-2.32. (4) Drug 1: C1=CC(=CC=C1CCC2=CNC3=C2C(=O)NC(=N3)N)C(=O)NC(CCC(=O)O)C(=O)O. Drug 2: CCN(CC)CCNC(=O)C1=C(NC(=C1C)C=C2C3=C(C=CC(=C3)F)NC2=O)C. Cell line: NCI-H522. Synergy scores: CSS=8.05, Synergy_ZIP=-9.09, Synergy_Bliss=-13.2, Synergy_Loewe=-25.0, Synergy_HSA=-15.3. (5) Drug 1: CC1=C2C(C(=O)C3(C(CC4C(C3C(C(C2(C)C)(CC1OC(=O)C(C(C5=CC=CC=C5)NC(=O)OC(C)(C)C)O)O)OC(=O)C6=CC=CC=C6)(CO4)OC(=O)C)OC)C)OC. Drug 2: CC1C(C(CC(O1)OC2CC(CC3=C2C(=C4C(=C3O)C(=O)C5=C(C4=O)C(=CC=C5)OC)O)(C(=O)CO)O)N)O.Cl. Cell line: NCI-H460. Synergy scores: CSS=58.1, Synergy_ZIP=-7.76, Synergy_Bliss=-10.1, Synergy_Loewe=-1.81, Synergy_HSA=-0.876.